The task is: Predict which catalyst facilitates the given reaction.. This data is from Catalyst prediction with 721,799 reactions and 888 catalyst types from USPTO. The catalyst class is: 4. Reactant: FC(F)(F)C(O)=O.[Cl:8][C:9]1[CH:14]=[CH:13][C:12]([C@H:15]2[N:22]3[C:18]([S:19][C:20]([C:26]([N:28]([CH3:42])[C@@H:29]4[C@@H:33]([OH:34])[CH2:32][N:31]([C:35](OC(C)(C)C)=O)[CH2:30]4)=[O:27])=[C:21]3[CH:23]([CH3:25])[CH3:24])=[N:17][C@:16]2([C:44]2[CH:49]=[CH:48][C:47]([Cl:50])=[CH:46][CH:45]=2)[CH3:43])=[CH:11][CH:10]=1.C(N(CC)CC)C.C=O.C(O)(=O)C.C(O[BH-](OC(=O)C)OC(=O)C)(=O)C.[Na+]. Product: [Cl:8][C:9]1[CH:10]=[CH:11][C:12]([C@H:15]2[N:22]3[C:18]([S:19][C:20]([C:26]([N:28]([C@@H:29]4[C@@H:33]([OH:34])[CH2:32][N:31]([CH3:35])[CH2:30]4)[CH3:42])=[O:27])=[C:21]3[CH:23]([CH3:24])[CH3:25])=[N:17][C@:16]2([C:44]2[CH:45]=[CH:46][C:47]([Cl:50])=[CH:48][CH:49]=2)[CH3:43])=[CH:13][CH:14]=1.